This data is from Catalyst prediction with 721,799 reactions and 888 catalyst types from USPTO. The task is: Predict which catalyst facilitates the given reaction. (1) Reactant: [CH:1]1[C:10]2[C:5](=[CH:6][CH:7]=[CH:8][CH:9]=2)[CH:4]=[CH:3][C:2]=1[OH:11]. Product: [CH:9]1[C:10]2[C:1]3[C:1]4[CH:10]=[CH:5][CH:4]=[CH:3][C:2]=4[O:11][C:2]=3[CH:3]=[CH:4][C:5]=2[CH:6]=[CH:7][CH:8]=1. The catalyst class is: 28. (2) Reactant: [Cl:1][C:2]1[CH:23]=[C:22]([O:24][CH2:25][CH:26]=[C:27]([Cl:29])[Cl:28])[CH:21]=[C:20]([Cl:30])[C:3]=1[O:4][CH2:5][CH2:6][CH2:7][O:8][C:9]1[CH:14]=[CH:13][C:12]([C:15](=O)[CH2:16][O:17][CH3:18])=[CH:11][CH:10]=1.Cl.[CH3:32][O:33][NH2:34].C([O-])(=O)C.[Na+].O. Product: [CH3:32][O:33][N:34]=[C:15]([C:12]1[CH:13]=[CH:14][C:9]([O:8][CH2:7][CH2:6][CH2:5][O:4][C:3]2[C:2]([Cl:1])=[CH:23][C:22]([O:24][CH2:25][CH:26]=[C:27]([Cl:29])[Cl:28])=[CH:21][C:20]=2[Cl:30])=[CH:10][CH:11]=1)[CH2:16][O:17][CH3:18]. The catalyst class is: 5. (3) Reactant: C(OC(=O)[NH:7][S:8]([N:11]1[CH2:16][CH2:15][C:14]([OH:40])([C:17]2[S:18][C:19]([C:22]3[CH:27]=[C:26]([NH:28][C:29]4[N:34]=[C:33]([C:35]([F:38])([F:37])[F:36])[CH:32]=[CH:31][N:30]=4)[CH:25]=[C:24]([CH3:39])[CH:23]=3)=[CH:20][N:21]=2)[CH2:13][CH2:12]1)(=[O:10])=[O:9])(C)(C)C.C(O)(C(F)(F)F)=O. Product: [OH:40][C:14]1([C:17]2[S:18][C:19]([C:22]3[CH:27]=[C:26]([NH:28][C:29]4[N:34]=[C:33]([C:35]([F:36])([F:38])[F:37])[CH:32]=[CH:31][N:30]=4)[CH:25]=[C:24]([CH3:39])[CH:23]=3)=[CH:20][N:21]=2)[CH2:15][CH2:16][N:11]([S:8]([NH2:7])(=[O:9])=[O:10])[CH2:12][CH2:13]1. The catalyst class is: 2. (4) The catalyst class is: 6. Reactant: C(=O)([O-])O.[Na+].O.C(=O)([O-])O.[Na+].[NH2:12]OS(O)(=O)=O.[CH3:18][O:19][C:20]([C:22]([C:27]([O:29]C)=O)=[C:23]([S:25][CH3:26])[SH:24])=[O:21]. Product: [CH3:18][O:19][C:20]([C:22]1[C:27]([OH:29])=[N:12][S:24][C:23]=1[S:25][CH3:26])=[O:21]. (5) Reactant: C(=O)(O[CH:4]1[C:13]2[C:8](=[CH:9][CH:10]=[C:11](Br)[N:12]=2)[N:7]([C:15](=[O:17])[CH3:16])[C:6]([CH2:19]C2C=CC=CC=2)(C)[CH2:5]1)N.C([O-])=O.[NH4+:30].[H][H]. Product: [C:15]([N:7]1[C:8]2[C:13](=[N:12][CH:11]=[CH:10][CH:9]=2)[CH:4]([NH2:30])[CH2:5][CH:6]1[CH3:19])(=[O:17])[CH3:16]. The catalyst class is: 178. (6) Reactant: [CH3:1][C:2]1([CH3:26])[O:6][CH:5]([CH2:7][N:8]2[C:20]3[C:19]4[CH:18]=[CH:17][C:16]([OH:21])=[CH:15][C:14]=4[N:13]=[CH:12][C:11]=3[N:10]=[C:9]2[CH2:22][O:23][CH2:24][CH3:25])[CH2:4][O:3]1.I[CH2:28][CH2:29][NH:30][C:31](=[O:37])[O:32][C:33]([CH3:36])([CH3:35])[CH3:34].C(=O)([O-])[O-].[Cs+].[Cs+]. Product: [CH3:1][C:2]1([CH3:26])[O:6][CH:5]([CH2:7][N:8]2[C:20]3[C:19]4[CH:18]=[CH:17][C:16]([O:21][CH2:28][CH2:29][NH:30][C:31](=[O:37])[O:32][C:33]([CH3:36])([CH3:35])[CH3:34])=[CH:15][C:14]=4[N:13]=[CH:12][C:11]=3[N:10]=[C:9]2[CH2:22][O:23][CH2:24][CH3:25])[CH2:4][O:3]1. The catalyst class is: 3.